Dataset: Full USPTO retrosynthesis dataset with 1.9M reactions from patents (1976-2016). Task: Predict the reactants needed to synthesize the given product. (1) Given the product [OH:29][C@@H:27]([C@H:3]1[C:2](=[O:1])[N:8]2[C@@H:4]1[CH2:5][C:6]([C:15]1[CH:16]=[CH:17][C:18]([N:21]3[CH2:25][CH2:24][O:23][C:22]3=[O:26])=[CH:19][CH:20]=1)=[C:7]2[C:9]([O:11][CH2:12][CH:13]=[CH2:14])=[O:10])[CH3:28], predict the reactants needed to synthesize it. The reactants are: [O:1]=[C:2]1[N:8]2[C@H:4]([CH2:5][C:6]([C:15]3[CH:20]=[CH:19][C:18]([N:21]4[CH2:25][CH2:24][O:23][C:22]4=[O:26])=[CH:17][CH:16]=3)=[C:7]2[C:9]([O:11][CH2:12][CH:13]=[CH2:14])=[O:10])[C@H:3]1[C@H:27]([O:29][Si](C)(C)C)[CH3:28].O.Cl.C(=O)([O-])O.[Na+]. (2) Given the product [CH2:1]([CH:3]([CH2:7][CH:8]([CH2:12][CH3:13])[C:9]([O:11][CH2:4][CH:3]([CH2:1][CH3:2])[CH2:7][CH2:8][CH2:12][CH3:13])=[O:10])[C:4]([O:6][CH2:17][CH:16]([CH2:14][CH3:15])[CH2:19][CH2:20][CH2:21][CH3:22])=[O:5])[CH3:2], predict the reactants needed to synthesize it. The reactants are: [CH2:1]([CH:3]([CH2:7][CH:8]([CH2:12][CH3:13])[C:9]([OH:11])=[O:10])[C:4]([OH:6])=[O:5])[CH3:2].[CH2:14]([CH:16]([CH2:19][CH2:20][CH2:21][CH3:22])[CH2:17]O)[CH3:15].[OH-].[Na+].